The task is: Regression. Given a peptide amino acid sequence and an MHC pseudo amino acid sequence, predict their binding affinity value. This is MHC class I binding data.. This data is from Peptide-MHC class I binding affinity with 185,985 pairs from IEDB/IMGT. (1) The peptide sequence is VPAERRGVF. The binding affinity (normalized) is 0.273. The MHC is HLA-A01:01 with pseudo-sequence HLA-A01:01. (2) The peptide sequence is LEHGLYPQL. The MHC is HLA-B57:01 with pseudo-sequence HLA-B57:01. The binding affinity (normalized) is 0.0847. (3) The peptide sequence is RQFVSNNGK. The MHC is HLA-B08:01 with pseudo-sequence HLA-B08:01. The binding affinity (normalized) is 0.0847.